Dataset: Full USPTO retrosynthesis dataset with 1.9M reactions from patents (1976-2016). Task: Predict the reactants needed to synthesize the given product. Given the product [Cl:9][C:7]1[CH:6]=[C:5]([C:10]2([C:27]([F:29])([F:28])[F:30])[CH2:14][C:13]([C:15]3[CH:16]=[C:17]4[C:21](=[CH:22][CH:23]=3)[C:20]3([CH2:24][N:25]([C:36](=[O:37])[CH2:35][S:32]([CH3:31])(=[O:34])=[O:33])[CH2:26]3)[O:19][CH2:18]4)=[N:12][CH2:11]2)[CH:4]=[C:3]([Cl:2])[CH:8]=1, predict the reactants needed to synthesize it. The reactants are: Cl.[Cl:2][C:3]1[CH:4]=[C:5]([C:10]2([C:27]([F:30])([F:29])[F:28])[CH2:14][C:13]([C:15]3[CH:16]=[C:17]4[C:21](=[CH:22][CH:23]=3)[C:20]3([CH2:26][NH:25][CH2:24]3)[O:19][CH2:18]4)=[N:12][CH2:11]2)[CH:6]=[C:7]([Cl:9])[CH:8]=1.[CH3:31][S:32]([CH2:35][C:36](O)=[O:37])(=[O:34])=[O:33].C1C=CC2N(O)N=NC=2C=1.C(Cl)CCl.